From a dataset of TCR-epitope binding with 47,182 pairs between 192 epitopes and 23,139 TCRs. Binary Classification. Given a T-cell receptor sequence (or CDR3 region) and an epitope sequence, predict whether binding occurs between them. (1) The epitope is YFPLQSYGF. The TCR CDR3 sequence is CASSYSRGLAGGLFF. Result: 1 (the TCR binds to the epitope). (2) The epitope is TEKSNIIRGW. The TCR CDR3 sequence is CASSIPGSYYGYTF. Result: 1 (the TCR binds to the epitope). (3) The epitope is KPLEFGATSAAL. The TCR CDR3 sequence is CASSLPTGLDYGYTF. Result: 1 (the TCR binds to the epitope). (4) The epitope is CINGVCWTV. The TCR CDR3 sequence is CASSQAAGVGYPTEAFF. Result: 1 (the TCR binds to the epitope).